Token-level Classification. Given an antigen amino acid sequence, predict which amino acid positions are active epitope sites capable of antibody binding. Output is a list of indices for active positions. From a dataset of B-cell epitopes from IEDB database with 3,159 antigens for binding position prediction. Given the antigen sequence: MYRMQLLSCIALSLALVTNSAPTSSSTKKTQLQLEHLLLDLQMILNGINNYKNPKLTRMLTFKFYMPKKATELKHLQCLEEELKPLEEVLNLAQSKNFHLRPRDLISNINVIVLELKGSETTFMCEYADETATIVEFLNRWITFCQSIISTLT, which amino acid positions are active epitope sites? The epitope positions are: [89, 90, 91, 92, 93, 94, 95, 96, 97, 98, 99, 100, 101, 102]. The amino acids at these positions are: LNLAQSKNFHLRPR.